Task: Predict the reaction yield, written as a fraction of the theoretical maximum amount of product (1.0 means a 100% yield; for example, 0.34 means a 34% yield).. Dataset: Reaction yield outcomes from USPTO patents with 853,638 reactions (1) The reactants are Cl[C:2]1[N:7]=[C:6]([N:8]2[CH:12]=[C:11]([CH3:13])[N:10]=[C:9]2[CH2:14][CH2:15][C:16]([F:19])([F:18])[F:17])[C:5]([N+:20]([O-:22])=[O:21])=[CH:4][CH:3]=1.[OH-].[K+].[F:25][C:26]([F:30])([F:29])[CH2:27][OH:28]. The catalyst is CN(C=O)C.O. The product is [CH3:13][C:11]1[N:10]=[C:9]([CH2:14][CH2:15][C:16]([F:19])([F:18])[F:17])[N:8]([C:6]2[C:5]([N+:20]([O-:22])=[O:21])=[CH:4][CH:3]=[C:2]([O:28][CH2:27][C:26]([F:30])([F:29])[F:25])[N:7]=2)[CH:12]=1. The yield is 0.230. (2) The reactants are [CH3:1][N:2]1[C:11]2[C:6](=[CH:7][CH:8]=[CH:9][CH:10]=2)[C:5](=[O:12])[N:4]([CH2:13][C@H:14]2[CH2:19][CH2:18][C@H:17]([C:20]([OH:22])=O)[CH2:16][CH2:15]2)[C:3]1=[O:23].CCN(C(C)C)C(C)C.CN(C(ON1N=[N:48][C:43]2C=[CH:45][CH:46]=[N:47][C:42]1=2)=[N+](C)C)C.F[P-](F)(F)(F)(F)F.C(N1CCNCC1)(OC(C)(C)C)=O.OS(O)(=O)=O. The catalyst is CN(C=O)C.C(Cl)Cl. The product is [CH3:1][N:2]1[C:11]2[C:6](=[CH:7][CH:8]=[CH:9][CH:10]=2)[C:5](=[O:12])[N:4]([CH2:13][C@H:14]2[CH2:19][CH2:18][C@H:17]([C:20]([N:47]3[CH2:42][CH2:43][NH:48][CH2:45][CH2:46]3)=[O:22])[CH2:16][CH2:15]2)[C:3]1=[O:23]. The yield is 0.800. (3) The reactants are Cl.Cl.[CH3:3][C:4]1[CH:17]=[C:7]2[C:8]([C@H:12]3[CH2:14][C@@H:13]3[CH2:15][NH2:16])=[CH:9][CH:10]=[CH:11][N:6]2[N:5]=1.C(N(CC)CC)C.[CH:25]1([C:28](Cl)=[O:29])[CH2:27][CH2:26]1.C(O)C. The catalyst is O1CCCC1. The product is [CH3:3][C:4]1[CH:17]=[C:7]2[C:8]([C@H:12]3[CH2:14][C@@H:13]3[CH2:15][NH:16][C:28]([CH:25]3[CH2:27][CH2:26]3)=[O:29])=[CH:9][CH:10]=[CH:11][N:6]2[N:5]=1. The yield is 0.880. (4) The reactants are [N:1]1([C:5]([C:7]2[CH:36]=[CH:35][C:10]([O:11][C:12]3[CH:13]=[C:14]([C:24]4[NH:28][C:27]([C:29]([NH:31][CH2:32][CH2:33]Cl)=[O:30])=[CH:26][CH:25]=4)[CH:15]=[C:16]([O:18][C@@H:19]([CH3:23])[CH2:20][O:21][CH3:22])[CH:17]=3)=[C:9]([F:37])[CH:8]=2)=[O:6])[CH2:4][CH2:3][CH2:2]1.[H-].[Na+].C(=O)([O-])O.[Na+]. The catalyst is O1CCCC1. The product is [N:1]1([C:5]([C:7]2[CH:36]=[CH:35][C:10]([O:11][C:12]3[CH:13]=[C:14]([C:24]4[NH:28][C:27]([C:29]5[O:30][CH2:33][CH2:32][N:31]=5)=[CH:26][CH:25]=4)[CH:15]=[C:16]([O:18][C@@H:19]([CH3:23])[CH2:20][O:21][CH3:22])[CH:17]=3)=[C:9]([F:37])[CH:8]=2)=[O:6])[CH2:4][CH2:3][CH2:2]1. The yield is 0.410. (5) The reactants are [CH2:1]([O:4][C@@H:5]1[C@@H:9]([CH2:10][O:11][Si](C(C)(C)C)(C)C)[O:8][C@@H:7]([N:19]2[CH:26]=[C:25]([I:27])[C:23](=[O:24])[NH:22][C:20]2=[O:21])[CH2:6]1)[CH:2]=[CH2:3].CCCC[N+](CCCC)(CCCC)CCCC.[F-]. The catalyst is C1COCC1. The product is [CH2:1]([O:4][C@@H:5]1[C@@H:9]([CH2:10][OH:11])[O:8][C@@H:7]([N:19]2[CH:26]=[C:25]([I:27])[C:23](=[O:24])[NH:22][C:20]2=[O:21])[CH2:6]1)[CH:2]=[CH2:3]. The yield is 0.750. (6) The reactants are C([O:8][C:9]1[C:10]([F:27])=[C:11]([C:16]2[N:21]=[C:20]([C:22]([O:24][CH3:25])=[O:23])[CH:19]=[CH:18][C:17]=2[F:26])[C:12]([F:15])=[CH:13][CH:14]=1)C1C=CC=CC=1. The catalyst is CO.C(OCC)(=O)C.[Pd]. The product is [F:27][C:10]1[C:9]([OH:8])=[CH:14][CH:13]=[C:12]([F:15])[C:11]=1[C:16]1[N:21]=[C:20]([C:22]([O:24][CH3:25])=[O:23])[CH:19]=[CH:18][C:17]=1[F:26]. The yield is 0.860. (7) The product is [CH3:32][N:31]1[CH:25]2[CH2:26][CH2:27][CH2:28][CH:29]1[CH2:30][CH:23]([NH:22][C:17]([C:13]1[CH:14]=[CH:15][CH:16]=[C:10]3[O:9][C:8]([C:5]4[CH:4]=[CH:3][C:2]([F:1])=[CH:7][CH:6]=4)=[N:12][C:11]=13)=[O:19])[CH2:24]2. No catalyst specified. The yield is 0.600. The reactants are [F:1][C:2]1[CH:7]=[CH:6][C:5]([C:8]2[O:9][C:10]3[C:11](=[C:13]([C:17]([OH:19])=O)[CH:14]=[CH:15][CH:16]=3)[N:12]=2)=[CH:4][CH:3]=1.Cl.Cl.[NH2:22][CH:23]1[CH2:30][CH:29]2[N:31]([CH3:32])[CH:25]([CH2:26][CH2:27][CH2:28]2)[CH2:24]1.